This data is from Full USPTO retrosynthesis dataset with 1.9M reactions from patents (1976-2016). The task is: Predict the reactants needed to synthesize the given product. (1) Given the product [Cl:1][C:2]1[CH:3]=[C:4]([O:12][CH:13]2[CH2:17][CH2:16][CH2:15][CH2:14]2)[C:5]([CH3:11])=[C:6]([CH:10]=1)[C:7]([NH:19][CH2:20][C:21]1[C:22](=[O:29])[NH:23][C:24]([CH3:28])=[CH:25][C:26]=1[CH3:27])=[O:9], predict the reactants needed to synthesize it. The reactants are: [Cl:1][C:2]1[CH:3]=[C:4]([O:12][CH:13]2[CH2:17][CH2:16][CH2:15][CH2:14]2)[C:5]([CH3:11])=[C:6]([CH:10]=1)[C:7]([OH:9])=O.Cl.[NH2:19][CH2:20][C:21]1[C:22](=[O:29])[NH:23][C:24]([CH3:28])=[CH:25][C:26]=1[CH3:27].C1C=NC2N(O)N=NC=2C=1.CN1CCOCC1.C(Cl)CCl. (2) Given the product [CH3:20][N:21]([CH3:26])[S:22]([NH:1][C:2]1[CH:3]=[C:4]([C:8]2[CH:13]=[N:12][CH:11]=[C:10]3[S:14][C:15]([C:17]([NH2:19])=[O:18])=[CH:16][C:9]=23)[CH:5]=[CH:6][CH:7]=1)(=[O:24])=[O:23], predict the reactants needed to synthesize it. The reactants are: [NH2:1][C:2]1[CH:3]=[C:4]([C:8]2[CH:13]=[N:12][CH:11]=[C:10]3[S:14][C:15]([C:17]([NH2:19])=[O:18])=[CH:16][C:9]=23)[CH:5]=[CH:6][CH:7]=1.[CH3:20][N:21]([CH3:26])[S:22](Cl)(=[O:24])=[O:23]. (3) Given the product [NH2:1][C@@:2]([C:7]1[CH:12]=[C:11]([N+:13]([O-:15])=[O:14])[CH:10]=[C:9]([Br:16])[CH:8]=1)([CH3:6])[CH2:3][OH:4], predict the reactants needed to synthesize it. The reactants are: [NH2:1][C@@:2]([C:7]1[CH:12]=[C:11]([N+:13]([O-:15])=[O:14])[CH:10]=[C:9]([Br:16])[CH:8]=1)([CH3:6])[C:3](O)=[O:4].C1COCC1.